Dataset: Reaction yield outcomes from USPTO patents with 853,638 reactions. Task: Predict the reaction yield, written as a fraction of the theoretical maximum amount of product (1.0 means a 100% yield; for example, 0.34 means a 34% yield). The reactants are [Br:1][C:2]1[C:7]([F:8])=[CH:6][CH:5]=[CH:4][N+:3]=1[O-].[C:10]([NH2:14])([CH3:13])([CH3:12])[CH3:11].C1(C)C=CC(S(OS(C2C=CC(C)=CC=2)(=O)=O)(=O)=O)=CC=1. The catalyst is C(Cl)Cl.FC1C(F)=C(F)C=CC=1. The product is [Br:1][C:2]1[N:3]=[C:4]([NH:14][C:10]([CH3:13])([CH3:12])[CH3:11])[CH:5]=[CH:6][C:7]=1[F:8]. The yield is 0.0500.